This data is from Forward reaction prediction with 1.9M reactions from USPTO patents (1976-2016). The task is: Predict the product of the given reaction. (1) Given the reactants CC(S([NH:7][C@@H:8]([C:10]1[CH:11]=[N:12][C:13]([C:16]([F:19])([F:18])[F:17])=[CH:14][CH:15]=1)[CH3:9])=O)(C)C.Cl, predict the reaction product. The product is: [F:18][C:16]([F:17])([F:19])[C:13]1[N:12]=[CH:11][C:10]([C@H:8]([NH2:7])[CH3:9])=[CH:15][CH:14]=1. (2) Given the reactants [C:1]([C:5]1[N:6]=[C:7]([N:16]2[CH2:20][CH2:19][C:18]([F:22])([F:21])[CH2:17]2)[C:8]2[N:13]=[N:12][N:11]([CH2:14][CH3:15])[C:9]=2[N:10]=1)([CH3:4])([CH3:3])[CH3:2].C(C1N=C(N2CCC(F)(F)C2)C2N=NNC=2N=1)(C)(C)C.Br[CH:44]1CC[S:46](=[O:50])(=[O:49])[CH2:45]1, predict the reaction product. The product is: [C:1]([C:5]1[N:6]=[C:7]([N:16]2[CH2:20][CH2:19][C:18]([F:21])([F:22])[CH2:17]2)[C:8]2[N:13]=[N:12][N:11]([CH:14]3[CH2:44][CH2:45][S:46](=[O:50])(=[O:49])[CH2:15]3)[C:9]=2[N:10]=1)([CH3:2])([CH3:3])[CH3:4]. (3) Given the reactants [Cl:1][C:2]1[N:7]=[C:6](Cl)[CH:5]=[C:4]([CH3:9])[N:3]=1.[NH:10]1[CH:14]=[CH:13][C:12]([NH2:15])=[N:11]1.[Na+].[I-].CCN(C(C)C)C(C)C, predict the reaction product. The product is: [Cl:1][C:2]1[N:7]=[C:6]([NH:15][C:12]2[NH:11][N:10]=[CH:14][CH:13]=2)[CH:5]=[C:4]([CH3:9])[N:3]=1. (4) Given the reactants [C:1]([O:5][C:6]([N:8]1[CH2:12][CH:11]([OH:13])[CH2:10][CH:9]1[CH3:14])=[O:7])([CH3:4])([CH3:3])[CH3:2].C1(P(C2C=CC=CC=2)C2C=CC=CC=2)C=CC=CC=1.[N+:34]([C:37]1[CH:45]=[CH:44][C:40]([C:41](O)=[O:42])=[CH:39][CH:38]=1)([O-:36])=[O:35].CCOC(/N=N/C(OCC)=O)=O.Cl, predict the reaction product. The product is: [C:1]([O:5][C:6]([N:8]1[CH2:12][CH:11]([O:13][C:41](=[O:42])[C:40]2[CH:39]=[CH:38][C:37]([N+:34]([O-:36])=[O:35])=[CH:45][CH:44]=2)[CH2:10][CH:9]1[CH3:14])=[O:7])([CH3:4])([CH3:2])[CH3:3].